From a dataset of Full USPTO retrosynthesis dataset with 1.9M reactions from patents (1976-2016). Predict the reactants needed to synthesize the given product. Given the product [CH3:14][O:12][C:11](=[O:13])[CH2:10][C:3]1[C:2]([CH3:1])=[CH:7][C:6]([CH3:8])=[CH:5][C:4]=1[CH3:9], predict the reactants needed to synthesize it. The reactants are: [CH3:1][C:2]1[CH:7]=[C:6]([CH3:8])[CH:5]=[C:4]([CH3:9])[C:3]=1[CH2:10][C:11]([OH:13])=[O:12].[CH3:14]O.